From a dataset of Catalyst prediction with 721,799 reactions and 888 catalyst types from USPTO. Predict which catalyst facilitates the given reaction. (1) Reactant: [CH3:1][C:2]1[C:15]([O:16][CH3:17])=[CH:14][C:5]2[N:6]([CH2:10][C:11]([OH:13])=O)[C:7](=[O:9])[O:8][C:4]=2[CH:3]=1.CN([P+](ON1N=NC2C=CC=CC1=2)(N(C)C)N(C)C)C.F[P-](F)(F)(F)(F)F.C(N(C(C)C)CC)(C)C.[C:54]1([C:70]2[CH:75]=[CH:74][CH:73]=[CH:72][CH:71]=2)[CH:59]=[CH:58][C:57]([CH:60]([NH:68][CH3:69])[CH2:61][N:62]2[CH2:67][CH2:66][O:65][CH2:64][CH2:63]2)=[CH:56][CH:55]=1. Product: [C:54]1([C:70]2[CH:75]=[CH:74][CH:73]=[CH:72][CH:71]=2)[CH:55]=[CH:56][C:57]([CH:60]([N:68]([CH3:69])[C:11](=[O:13])[CH2:10][N:6]2[C:5]3[CH:14]=[C:15]([O:16][CH3:17])[C:2]([CH3:1])=[CH:3][C:4]=3[O:8][C:7]2=[O:9])[CH2:61][N:62]2[CH2:63][CH2:64][O:65][CH2:66][CH2:67]2)=[CH:58][CH:59]=1. The catalyst class is: 2. (2) Reactant: Br[CH2:2][C:3]1[CH:8]=[CH:7][C:6]([S:9]([NH:12][C:13]([CH3:16])([CH3:15])[CH3:14])(=[O:11])=[O:10])=[C:5]([F:17])[CH:4]=1.[NH4+:18].[OH-]. Product: [NH2:18][CH2:2][C:3]1[CH:8]=[CH:7][C:6]([S:9]([NH:12][C:13]([CH3:16])([CH3:15])[CH3:14])(=[O:11])=[O:10])=[C:5]([F:17])[CH:4]=1. The catalyst class is: 36.